Dataset: Catalyst prediction with 721,799 reactions and 888 catalyst types from USPTO. Task: Predict which catalyst facilitates the given reaction. (1) Reactant: [CH3:1][S:2]([CH2:5][C:6]1[CH:15]=[CH:14][C:9]([C:10]([O:12]C)=[O:11])=[CH:8][CH:7]=1)(=[O:4])=[O:3]. Product: [CH3:1][S:2]([CH2:5][C:6]1[CH:15]=[CH:14][C:9]([C:10]([OH:12])=[O:11])=[CH:8][CH:7]=1)(=[O:3])=[O:4]. The catalyst class is: 702. (2) Reactant: [Cl:1][C:2]1[N:7]=[N:6][C:5]([C:8](Cl)=[O:9])=[CH:4][CH:3]=1.[S:11]1[CH:15]=[CH:14][N:13]=[C:12]1[NH2:16].C(N(CC)CC)C. Product: [Cl:1][C:2]1[N:7]=[N:6][C:5]([C:8]([NH:16][C:12]2[S:11][CH:15]=[CH:14][N:13]=2)=[O:9])=[CH:4][CH:3]=1. The catalyst class is: 2. (3) Reactant: Br[CH2:2][CH2:3][CH2:4][CH2:5][CH2:6][CH2:7][CH2:8][CH2:9][CH2:10][C:11]([OH:13])=[O:12].[I-:14].[Na+]. Product: [I:14][CH2:2][CH2:3][CH2:4][CH2:5][CH2:6][CH2:7][CH2:8][CH2:9][CH2:10][C:11]([OH:13])=[O:12]. The catalyst class is: 21. (4) Reactant: O[CH2:2][C:3]1[N:8]=[C:7]([C:9]#[N:10])[CH:6]=[CH:5][C:4]=1[CH3:11].S(Cl)([Cl:14])=O. Product: [Cl:14][CH2:2][C:3]1[N:8]=[C:7]([C:9]#[N:10])[CH:6]=[CH:5][C:4]=1[CH3:11]. The catalyst class is: 4. (5) Reactant: ClC1C=CC(SCCCCCCCC(O)=O)=CC=1.[SH:19][C:20]1[CH:25]=[CH:24][CH:23]=[CH:22][C:21]=1[OH:26].Br[CH2:28][C:29]1[CH:37]=[CH:36][C:32]([C:33]([OH:35])=[O:34])=[CH:31][CH:30]=1.[OH-].[K+]. Product: [OH:26][C:21]1[CH:22]=[CH:23][CH:24]=[CH:25][C:20]=1[S:19][CH2:28][C:29]1[CH:37]=[CH:36][C:32]([C:33]([OH:35])=[O:34])=[CH:31][CH:30]=1. The catalyst class is: 2. (6) Reactant: [CH2:1]([N:8]=[C:9]=[O:10])[C:2]1[CH:7]=[CH:6][CH:5]=[CH:4][CH:3]=1.[CH2:11]([NH2:18])[C:12]1[CH:17]=[CH:16][CH:15]=[CH:14][CH:13]=1. Product: [CH2:1]([NH:8][C:9]([NH:18][CH2:11][C:12]1[CH:17]=[CH:16][CH:15]=[CH:14][CH:13]=1)=[O:10])[C:2]1[CH:7]=[CH:6][CH:5]=[CH:4][CH:3]=1. The catalyst class is: 1.